The task is: Predict the product of the given reaction.. This data is from Forward reaction prediction with 1.9M reactions from USPTO patents (1976-2016). (1) Given the reactants [F:1][C:2]1[CH:7]=[C:6]([F:8])[CH:5]=[CH:4][C:3]=1[NH:9][C:10]1[C:19]2[C:14](=[CH:15][C:16]([O:28][CH2:29][CH3:30])=[C:17]([C:20]3[CH:21]=[N:22][C:23]([O:26]C)=[CH:24][CH:25]=3)[CH:18]=2)[N:13]=[CH:12][C:11]=1[C:31]([NH2:33])=[O:32].[I-].[Na+].[Si](Cl)(C(C)(C)C)(C)C.O, predict the reaction product. The product is: [F:1][C:2]1[CH:7]=[C:6]([F:8])[CH:5]=[CH:4][C:3]=1[NH:9][C:10]1[C:19]2[C:14](=[CH:15][C:16]([O:28][CH2:29][CH3:30])=[C:17]([C:20]3[CH:25]=[CH:24][C:23](=[O:26])[NH:22][CH:21]=3)[CH:18]=2)[N:13]=[CH:12][C:11]=1[C:31]([NH2:33])=[O:32]. (2) Given the reactants Br[CH2:2][C:3]1[C:8]([CH3:9])=[N:7][C:6]([CH3:10])=[C:5]([CH3:11])[N:4]=1.[CH2:12]([O:14][C:15](=[O:27])[C:16]1[CH:26]=[C:23]([O:24][CH3:25])[C:21]([OH:22])=[C:18]([O:19][CH3:20])[CH:17]=1)[CH3:13].C(=O)([O-])[O-].[K+].[K+].CN(C=O)C, predict the reaction product. The product is: [CH2:12]([O:14][C:15](=[O:27])[C:16]1[CH:17]=[C:18]([O:19][CH3:20])[C:21]([O:22][CH2:2][C:3]2[C:8]([CH3:9])=[N:7][C:6]([CH3:10])=[C:5]([CH3:11])[N:4]=2)=[C:23]([O:24][CH3:25])[CH:26]=1)[CH3:13]. (3) Given the reactants C([O:5][C:6]([N:8]1[CH2:12][CH2:11][CH2:10][CH:9]1[C:13](=[O:42])[NH:14][CH2:15][CH2:16][O:17][C:18]1[CH:27]=[C:26]2[C:21]([C:22]([NH:28][C:29]3[CH:34]=[CH:33][C:32]([Br:35])=[CH:31][C:30]=3[F:36])=[N:23][CH:24]=[N:25]2)=[CH:20][C:19]=1[NH:37][C:38](=[O:41])[CH:39]=[CH2:40])=O)(C)(C)C.[C:43](O)(=O)[CH2:44]C, predict the reaction product. The product is: [C:38]([NH:37][C:19]1[CH:20]=[C:21]2[C:26](=[CH:27][C:18]=1[O:17][CH2:16][CH2:15][NH:14][C:13]([CH:9]1[CH2:10][CH2:11][CH2:12][N:8]1[C:6](=[O:5])[CH2:43][CH3:44])=[O:42])[N:25]=[CH:24][N:23]=[C:22]2[NH:28][C:29]1[CH:34]=[CH:33][C:32]([Br:35])=[CH:31][C:30]=1[F:36])(=[O:41])[CH:39]=[CH2:40]. (4) Given the reactants Br[C:2]1[CH:14]=[CH:13][C:5]([O:6][CH:7]2[CH2:12][CH2:11][CH2:10][CH2:9][O:8]2)=[CH:4][CH:3]=1.[CH:15]([C:17]1[CH:22]=[CH:21][C:20](B(O)O)=[CH:19][CH:18]=1)=[O:16].P([O-])([O-])([O-])=O.[K+].[K+].[K+].C(OCC)(=O)C, predict the reaction product. The product is: [O:8]1[CH2:9][CH2:10][CH2:11][CH2:12][CH:7]1[O:6][C:5]1[CH:13]=[CH:14][C:2]([C:20]2[CH:21]=[CH:22][C:17]([CH:15]=[O:16])=[CH:18][CH:19]=2)=[CH:3][CH:4]=1. (5) Given the reactants [Cl:1][C:2]1[CH:3]=[N:4][CH:5]=[C:6]([Cl:23])[C:7]=1[CH2:8][C:9]([C:11]1[CH:16]=[CH:15][C:14]([O:17][CH3:18])=[C:13]([O:19][CH3:20])[C:12]=1[O:21]C)=[O:10].B(Cl)(Cl)Cl.O.CCO, predict the reaction product. The product is: [Cl:23][C:6]1[CH:5]=[N:4][CH:3]=[C:2]([Cl:1])[C:7]=1[CH2:8][C:9]([C:11]1[CH:16]=[CH:15][C:14]([O:17][CH3:18])=[C:13]([O:19][CH3:20])[C:12]=1[OH:21])=[O:10].